Predict which catalyst facilitates the given reaction. From a dataset of Catalyst prediction with 721,799 reactions and 888 catalyst types from USPTO. (1) Reactant: C[O:2][C:3](=[O:44])[CH2:4][C@H:5]([OH:43])[CH2:6][C@H:7]([OH:42])[CH:8]=[CH:9][C:10]1[N:11]([CH:39]([CH3:41])[CH3:40])[C:12]([C:28](=[O:38])[NH:29][CH2:30][C:31]2[CH:36]=[CH:35][C:34]([F:37])=[CH:33][CH:32]=2)=[C:13]([C:22]2[CH:27]=[CH:26][CH:25]=[CH:24][CH:23]=2)[C:14]=1[C:15]1[CH:20]=[CH:19][C:18]([F:21])=[CH:17][CH:16]=1.C(O)C.O.[OH-].[Na+:50]. Product: [Na+:50].[F:37][C:34]1[CH:33]=[CH:32][C:31]([CH2:30][NH:29][C:28]([C:12]2[N:11]([CH:39]([CH3:40])[CH3:41])[C:10]([CH:9]=[CH:8][C@@H:7]([OH:42])[CH2:6][C@@H:5]([OH:43])[CH2:4][C:3]([O-:44])=[O:2])=[C:14]([C:15]3[CH:20]=[CH:19][C:18]([F:21])=[CH:17][CH:16]=3)[C:13]=2[C:22]2[CH:27]=[CH:26][CH:25]=[CH:24][CH:23]=2)=[O:38])=[CH:36][CH:35]=1. The catalyst class is: 100. (2) Reactant: [CH3:1][O:2][C:3]1[CH:8]=[C:7]([CH3:9])[C:6]([S:10](Cl)(=[O:12])=[O:11])=[C:5]([CH3:14])[CH:4]=1.[CH:15]1([NH:18][CH2:19][CH2:20][OH:21])[CH2:17][CH2:16]1.C(N(CC)CC)C. Product: [CH:15]1([N:18]([CH2:19][CH2:20][OH:21])[S:10]([C:6]2[C:7]([CH3:9])=[CH:8][C:3]([O:2][CH3:1])=[CH:4][C:5]=2[CH3:14])(=[O:12])=[O:11])[CH2:17][CH2:16]1. The catalyst class is: 4. (3) Reactant: C([O-])([O-])=O.[K+].[K+].[C:7]([O:11][C:12]([N:14]1[CH2:17][CH:16]([NH:18][C:19]2[CH:20]=[C:21]3[C:30](=[CH:31][C:32]=2Br)[O:29][CH2:28][C:27]2[N:22]3[CH:23]([CH3:35])[C:24](=[O:34])[NH:25][N:26]=2)[CH2:15]1)=[O:13])([CH3:10])([CH3:9])[CH3:8].CC1(C)CC(C)OB([C:44]([C:46]([F:49])([F:48])[F:47])=[CH2:45])O1.CCOC(C)=O. Product: [C:7]([O:11][C:12]([N:14]1[CH2:17][CH:16]([NH:18][C:19]2[CH:20]=[C:21]3[C:30](=[CH:31][C:32]=2[C:44]([C:46]([F:49])([F:48])[F:47])=[CH2:45])[O:29][CH2:28][C:27]2[N:22]3[CH:23]([CH3:35])[C:24](=[O:34])[NH:25][N:26]=2)[CH2:15]1)=[O:13])([CH3:10])([CH3:9])[CH3:8]. The catalyst class is: 108. (4) Reactant: [NH2:1][C@H:2]1[C:10]2[C:5](=[C:6]([C:11]3[N:15]=[C:14]([C:16]4[CH:17]=[CH:18][C:19]([O:24][CH:25]([CH3:27])[CH3:26])=[C:20]([CH:23]=4)[C:21]#[N:22])[O:13][N:12]=3)[CH:7]=[CH:8][CH:9]=2)[CH2:4][CH2:3]1.[S:28](N)([NH2:31])(=[O:30])=[O:29]. Product: [C:21]([C:20]1[CH:23]=[C:16]([C:14]2[O:13][N:12]=[C:11]([C:6]3[CH:7]=[CH:8][CH:9]=[C:10]4[C:5]=3[CH2:4][CH2:3][C@H:2]4[NH:1][S:28]([NH2:31])(=[O:30])=[O:29])[N:15]=2)[CH:17]=[CH:18][C:19]=1[O:24][CH:25]([CH3:27])[CH3:26])#[N:22]. The catalyst class is: 12. (5) Reactant: [N:1]([C@H:4]1[CH2:10][CH2:9][CH2:8][N:7]([C:11]([O:13][C:14]([CH3:17])([CH3:16])[CH3:15])=[O:12])[C:6]2[CH:18]=[C:19]([C:23]([F:26])([F:25])[F:24])[C:20]([CH3:22])=[CH:21][C:5]1=2)=[N+]=[N-].[H][H]. Product: [NH2:1][C@H:4]1[CH2:10][CH2:9][CH2:8][N:7]([C:11]([O:13][C:14]([CH3:17])([CH3:16])[CH3:15])=[O:12])[C:6]2[CH:18]=[C:19]([C:23]([F:26])([F:24])[F:25])[C:20]([CH3:22])=[CH:21][C:5]1=2. The catalyst class is: 43.